Task: Binary Classification. Given a drug SMILES string, predict its activity (active/inactive) in a high-throughput screening assay against a specified biological target.. Dataset: Choline transporter screen with 302,306 compounds The molecule is S(c1nc(N2CCOCC2)c2c(CC(OC2)(C)C)c1C#N)CC(O)=O. The result is 0 (inactive).